Dataset: Full USPTO retrosynthesis dataset with 1.9M reactions from patents (1976-2016). Task: Predict the reactants needed to synthesize the given product. (1) Given the product [CH3:1][C@H:2]1[CH2:7][CH2:6][C@H:5]([C:8]([N:10]([CH:33]([CH3:35])[CH3:34])[C:11]2[CH:15]=[C:14]([C:16]3[CH:17]=[CH:18][C:19]([NH:22][C:23]([C:25]4[N:26]=[CH:27][S:28][CH:29]=4)=[O:24])=[CH:20][CH:21]=3)[S:13][C:12]=2[C:30]([O-:32])=[O:31])=[O:9])[CH2:4][CH2:3]1.[Mg+2:37].[CH3:1][C@H:2]1[CH2:7][CH2:6][C@H:5]([C:8]([N:10]([C:11]2[CH:15]=[C:14]([C:16]3[CH:17]=[CH:18][C:19]([NH:22][C:23]([C:25]4[N:26]=[CH:27][S:28][CH:29]=4)=[O:24])=[CH:20][CH:21]=3)[S:13][C:12]=2[C:30]([O-:32])=[O:31])[CH:33]([CH3:34])[CH3:35])=[O:9])[CH2:4][CH2:3]1, predict the reactants needed to synthesize it. The reactants are: [CH3:1][C@H:2]1[CH2:7][CH2:6][C@H:5]([C:8]([N:10]([CH:33]([CH3:35])[CH3:34])[C:11]2[CH:15]=[C:14]([C:16]3[CH:21]=[CH:20][C:19]([NH:22][C:23]([C:25]4[N:26]=[CH:27][S:28][CH:29]=4)=[O:24])=[CH:18][CH:17]=3)[S:13][C:12]=2[C:30]([OH:32])=[O:31])=[O:9])[CH2:4][CH2:3]1.[OH-].[Mg+2:37].[OH-].CC(O)C.O. (2) Given the product [CH3:6][N:4](/[CH:3]=[C:12](/[C:13](=[O:16])[CH2:14][CH3:15])\[C:11]([O:10][CH3:9])=[O:17])[CH3:5], predict the reactants needed to synthesize it. The reactants are: CO[CH:3](OC)[N:4]([CH3:6])[CH3:5].[CH3:9][O:10][C:11](=[O:17])[CH2:12][C:13](=[O:16])[CH2:14][CH3:15]. (3) The reactants are: [OH:1][CH2:2][C:3]1[CH:8]=[CH:7][C:6]([S:9][CH:10]2[CH2:14][CH2:13][O:12][C:11]2=[O:15])=[CH:5][CH:4]=1.[Cl:16][C:17]([Cl:21])([Cl:20])[C:18]#[N:19]. Given the product [Cl:16][C:17]([Cl:21])([Cl:20])[C:18](=[NH:19])[O:1][CH2:2][C:3]1[CH:4]=[CH:5][C:6]([S:9][CH:10]2[CH2:14][CH2:13][O:12][C:11]2=[O:15])=[CH:7][CH:8]=1, predict the reactants needed to synthesize it. (4) Given the product [Cl:46][C:27]1[C:26]([NH:25][C:2]2[N:7]=[C:6]([N:8]([CH2:18][CH3:19])[CH2:9][C:10]3[CH:15]=[CH:14][C:13]([O:16][CH3:17])=[CH:12][CH:11]=3)[C:5]3=[N:20][CH:21]=[C:22]([C:23]#[N:24])[N:4]3[N:3]=2)=[CH:31][C:30]([C:32]#[N:33])=[CH:29][C:28]=1[N:34]1[CH2:39][CH2:38][C@@H:37]([NH:40][C:41](=[O:44])[O:42][CH3:43])[C@H:36]([OH:45])[CH2:35]1, predict the reactants needed to synthesize it. The reactants are: Cl[C:2]1[N:7]=[C:6]([N:8]([CH2:18][CH3:19])[CH2:9][C:10]2[CH:15]=[CH:14][C:13]([O:16][CH3:17])=[CH:12][CH:11]=2)[C:5]2=[N:20][CH:21]=[C:22]([C:23]#[N:24])[N:4]2[N:3]=1.[NH2:25][C:26]1[C:27]([Cl:46])=[C:28]([N:34]2[CH2:39][CH2:38][C@@H:37]([NH:40][C:41](=[O:44])[O:42][CH3:43])[C@H:36]([OH:45])[CH2:35]2)[CH:29]=[C:30]([C:32]#[N:33])[CH:31]=1.P([O-])([O-])([O-])=O.[K+].[K+].[K+]. (5) The reactants are: [CH3:1][O:2][C:3]([C@@H:5]1[CH2:12][CH2:11][CH2:10][CH2:9][CH2:8][CH2:7][C@@H:6]1[NH2:13])=[O:4].[F:14][C:15]1[CH:22]=[CH:21][C:18]([CH:19]=O)=[CH:17][CH:16]=1.C([BH3-])#N.[Na+].C(=O)(O)[O-].[Na+]. Given the product [CH3:1][O:2][C:3]([C@@H:5]1[CH2:12][CH2:11][CH2:10][CH2:9][CH2:8][CH2:7][C@@H:6]1[NH:13][CH2:19][C:18]1[CH:21]=[CH:22][C:15]([F:14])=[CH:16][CH:17]=1)=[O:4], predict the reactants needed to synthesize it. (6) Given the product [NH2:34][C:2]1[CH:3]=[C:4]2[N:10]=[C:9]([C:11]3[CH:16]=[CH:15][CH:14]=[CH:13][C:12]=3[S:17][CH2:18][CH3:19])[N:8]([CH3:20])[C:5]2=[N:6][CH:7]=1, predict the reactants needed to synthesize it. The reactants are: Br[C:2]1[CH:3]=[C:4]2[N:10]=[C:9]([C:11]3[CH:16]=[CH:15][CH:14]=[CH:13][C:12]=3[S:17][CH2:18][CH3:19])[N:8]([CH3:20])[C:5]2=[N:6][CH:7]=1.C(CC(=O)C)(=O)C.C(=O)([O-])[O-].[Cs+].[Cs+].[NH3:34].[Cl-].[NH4+]. (7) Given the product [NH2:1][C:2]1[CH:10]=[C:9]([F:11])[CH:8]=[CH:7][C:3]=1[C:4]([NH:13][CH3:12])=[O:5], predict the reactants needed to synthesize it. The reactants are: [NH2:1][C:2]1[CH:10]=[C:9]([F:11])[CH:8]=[CH:7][C:3]=1[C:4](O)=[O:5].[CH3:12][NH:13]C(NC)=O.